From a dataset of Catalyst prediction with 721,799 reactions and 888 catalyst types from USPTO. Predict which catalyst facilitates the given reaction. (1) Reactant: [Cl:1][C:2]1[CH:3]=[C:4]2[C:10]3([CH2:15][CH2:14][N:13]([C:16]([O:18][C:19]([CH3:22])([CH3:21])[CH3:20])=[O:17])[CH2:12][CH2:11]3)[CH2:9][N:8]([C:23]3[C:24]4[C@H:31]([CH3:32])[CH2:30][C@@H:29](O)[C:25]=4[N:26]=[CH:27][N:28]=3)[C:5]2=[CH:6][CH:7]=1.CCN(S(F)(F)[F:40])CC. Product: [Cl:1][C:2]1[CH:3]=[C:4]2[C:10]3([CH2:15][CH2:14][N:13]([C:16]([O:18][C:19]([CH3:22])([CH3:21])[CH3:20])=[O:17])[CH2:12][CH2:11]3)[CH2:9][N:8]([C:23]3[C:24]4[C@H:31]([CH3:32])[CH2:30][C@H:29]([F:40])[C:25]=4[N:26]=[CH:27][N:28]=3)[C:5]2=[CH:6][CH:7]=1. The catalyst class is: 2. (2) Reactant: [Si:1]([O:8][C:9]1[CH:10]=[C:11]([CH:17]=[C:18](/[CH:20]=[CH:21]/[CH2:22][O:23][CH3:24])[CH:19]=1)[CH2:12][NH:13][CH:14]1[CH2:16][CH2:15]1)([C:4]([CH3:7])([CH3:6])[CH3:5])([CH3:3])[CH3:2]. Product: [Si:1]([O:8][C:9]1[CH:10]=[C:11]([CH:17]=[C:18]([CH2:20][CH2:21][CH2:22][O:23][CH3:24])[CH:19]=1)[CH2:12][NH:13][CH:14]1[CH2:16][CH2:15]1)([C:4]([CH3:7])([CH3:6])[CH3:5])([CH3:2])[CH3:3]. The catalyst class is: 99. (3) Reactant: [F:1][C:2]1([F:20])[C:4]2([CH2:8][C@@H:7]([C:9]([O:11]C)=[O:10])[N:6]([C:13]([O:15][C:16]([CH3:19])([CH3:18])[CH3:17])=[O:14])[CH2:5]2)[CH2:3]1.[Li+].[OH-].CO. Product: [C:16]([O:15][C:13]([N:6]1[C@H:7]([C:9]([OH:11])=[O:10])[CH2:8][C:4]2([C:2]([F:1])([F:20])[CH2:3]2)[CH2:5]1)=[O:14])([CH3:19])([CH3:17])[CH3:18]. The catalyst class is: 6. (4) Reactant: [OH:1][C:2]1[CH:3]=[CH:4][C:5]2[N:6](C(=O)C)[C:7]3[C:12]([S:13][C:14]=2[CH:15]=1)=[CH:11][C:10]([N+:16]([O-:18])=[O:17])=[CH:9][CH:8]=3.Br[CH2:23]/[CH:24]=[CH:25]/[I:26].C(=O)([O-])[O-].[Na+].[Na+]. Product: [I:26]/[CH:25]=[CH:24]/[CH2:23][O:1][C:2]1[CH:3]=[CH:4][C:5]2[NH:6][C:7]3[C:12]([S:13][C:14]=2[CH:15]=1)=[CH:11][C:10]([N+:16]([O-:18])=[O:17])=[CH:9][CH:8]=3. The catalyst class is: 9. (5) Reactant: [Cl:1][C:2]1[CH:3]=[C:4]([CH:34]=[CH:35][CH:36]=1)[CH2:5][C:6]1[S:10][C:9]([NH:11][C:12]([C:14]2[CH:15]=[CH:16][C:17]([O:20][C@@H:21]3[CH2:26][CH2:25][C@H:24]([C:27]([O:29]C(C)(C)C)=[O:28])[CH2:23][CH2:22]3)=[N:18][CH:19]=2)=[O:13])=[N:8][N:7]=1.FC(F)(F)C(O)=O. Product: [Cl:1][C:2]1[CH:3]=[C:4]([CH:34]=[CH:35][CH:36]=1)[CH2:5][C:6]1[S:10][C:9]([NH:11][C:12]([C:14]2[CH:15]=[CH:16][C:17]([O:20][C@@H:21]3[CH2:22][CH2:23][C@H:24]([C:27]([OH:29])=[O:28])[CH2:25][CH2:26]3)=[N:18][CH:19]=2)=[O:13])=[N:8][N:7]=1. The catalyst class is: 4. (6) Reactant: CS(O[CH2:6][C@H:7]([CH3:15])[CH2:8][CH2:9]OS(C)(=O)=O)(=O)=O.[NH2:16][CH2:17][CH2:18][OH:19].C([O-])([O-])=O.[K+].[K+].C(Cl)Cl. Product: [CH3:15][C@@H:7]1[CH2:8][CH2:9][N:16]([CH2:17][CH2:18][OH:19])[CH2:6]1. The catalyst class is: 47.